This data is from Full USPTO retrosynthesis dataset with 1.9M reactions from patents (1976-2016). The task is: Predict the reactants needed to synthesize the given product. (1) Given the product [NH2:1][C:2]1[N:7]=[C:6]([N:8]2[CH2:13][CH2:12][CH2:11][C@H:10]([C:14]([NH:16][C:17]3[CH:22]=[CH:21][C:20]([F:23])=[C:19]([F:24])[CH:18]=3)=[O:15])[CH2:9]2)[CH:5]=[C:4]([C:25]2[CH:30]=[C:29]3[C:28]([C:31]([NH2:32])=[N:43][NH:44]3)=[CH:27][CH:26]=2)[N:3]=1, predict the reactants needed to synthesize it. The reactants are: [NH2:1][C:2]1[N:7]=[C:6]([N:8]2[CH2:13][CH2:12][CH2:11][C@H:10]([C:14]([NH:16][C:17]3[CH:22]=[CH:21][C:20]([F:23])=[C:19]([F:24])[CH:18]=3)=[O:15])[CH2:9]2)[CH:5]=[C:4]([C:25]2[CH:30]=[CH:29][C:28]([C:31]#[N:32])=[C:27](F)[CH:26]=2)[N:3]=1.CCN(C(C)C)C(C)C.[NH2:43][NH2:44]. (2) Given the product [F:53][CH:2]([F:1])[C:3]1[C:11]2[C:10]([F:12])([F:13])[CH2:9][CH2:8][C:7]([F:14])([F:15])[C:6]=2[N:5]([CH2:16][C:17]([NH:19][C@H:20]([C:30]2[C:35]([C:36]3[CH:37]=[CH:38][C:39]([F:45])=[C:40]([CH:44]=3)[C:41]([NH2:43])=[O:42])=[CH:34][N:33]=[C:32]([N:46]3[CH2:47][CH2:48][CH:49]([OH:52])[CH2:50][CH2:51]3)[N:31]=2)[CH2:21][C:22]2[CH:27]=[C:26]([F:28])[CH:25]=[C:24]([F:29])[CH:23]=2)=[O:18])[N:4]=1, predict the reactants needed to synthesize it. The reactants are: [F:1][CH:2]([F:53])[C:3]1[C:11]2[C:10]([F:13])([F:12])[CH2:9][CH2:8][C:7]([F:15])([F:14])[C:6]=2[N:5]([CH2:16][C:17]([NH:19][C@H:20]([C:30]2[C:35]([C:36]3[CH:37]=[CH:38][C:39]([F:45])=[C:40]([CH:44]=3)[C:41]([NH2:43])=[O:42])=[CH:34][N:33]=[C:32]([N:46]3[CH2:51][CH2:50][C:49](=[O:52])[CH2:48][CH2:47]3)[N:31]=2)[CH2:21][C:22]2[CH:27]=[C:26]([F:28])[CH:25]=[C:24]([F:29])[CH:23]=2)=[O:18])[N:4]=1.C(O)(=O)C.C(O[BH-](OC(=O)C)OC(=O)C)(=O)C.[Na+].CCOC(C)=O. (3) Given the product [N:1]1[C:10]2[C:5](=[N:6][CH:7]=[CH:8][CH:9]=2)[CH:4]=[CH:3][C:2]=1[C:11]1[S:24][C:23]([NH2:25])=[N:22][C:12]=1[C:14]1[CH:19]=[CH:18][CH:17]=[CH:16][N:15]=1, predict the reactants needed to synthesize it. The reactants are: [N:1]1[C:10]2[C:5](=[N:6][CH:7]=[CH:8][CH:9]=2)[CH:4]=[CH:3][C:2]=1[CH2:11][C:12]([C:14]1[CH:19]=[CH:18][CH:17]=[CH:16][N:15]=1)=O.BrBr.[NH2:22][C:23]([NH2:25])=[S:24].N. (4) The reactants are: C(N[C:5](=[CH:10][C:11]1[CH:16]=[C:15]([C:17]([F:20])([F:19])[F:18])[CH:14]=[C:13]([C:21]([F:24])([F:23])[F:22])[CH:12]=1)[C:6]([O:8]C)=[O:7])(=O)C.Cl.[O:26]1CCOCC1. Given the product [F:22][C:21]([F:24])([F:23])[C:13]1[CH:12]=[C:11]([CH2:10][C:5](=[O:26])[C:6]([OH:8])=[O:7])[CH:16]=[C:15]([C:17]([F:20])([F:19])[F:18])[CH:14]=1, predict the reactants needed to synthesize it. (5) Given the product [Cl:54][CH2:42][CH2:41][CH2:40][CH:36]([C:37]1[NH:67][N:66]=[C:25]([NH:24][C:14]2[CH:15]=[CH:16][C:17]([N:18]3[C:22]([CH3:23])=[N:21][CH:20]=[N:19]3)=[C:12]([F:11])[CH:13]=2)[N:26]=1)[C:33]1[CH:32]=[CH:31][C:30]([F:29])=[CH:35][CH:34]=1, predict the reactants needed to synthesize it. The reactants are: C(N(C(C)C)C(C)C)C.I.[F:11][C:12]1[CH:13]=[C:14]([NH:24][C:25](SC)=[NH:26])[CH:15]=[CH:16][C:17]=1[N:18]1[C:22]([CH3:23])=[N:21][CH:20]=[N:19]1.[F:29][C:30]1[CH:35]=[CH:34][C:33]([CH:36]([CH2:40][CH:41]=[CH2:42])[C:37](O)=O)=[CH:32][CH:31]=1.O.ON1C2C=CC=CC=2N=N1.[ClH:54].C(N=C=NCCCN(C)C)C.[NH2:66][NH2:67]. (6) Given the product [CH2:19]([O:18][C:16]([N:3]1[CH2:4][CH2:5][C:6]2[N:7]([CH2:15][C:16]([O:18][CH2:19][CH3:20])=[O:17])[C:8]3[CH:9]=[CH:10][CH:11]=[CH:12][C:13]=3[C:14]=2[CH2:2]1)=[O:17])[C:28]1[CH:27]=[CH:29][CH:6]=[CH:5][CH:4]=1, predict the reactants needed to synthesize it. The reactants are: Cl.[CH2:2]1[C:14]2[C:13]3[CH:12]=[CH:11][CH:10]=[CH:9][C:8]=3[N:7]([CH2:15][C:16]([O:18][CH2:19][CH3:20])=[O:17])[C:6]=2[CH2:5][CH2:4][NH:3]1.CCN([CH:27]([CH3:29])[CH3:28])C(C)C.Cl.